This data is from Forward reaction prediction with 1.9M reactions from USPTO patents (1976-2016). The task is: Predict the product of the given reaction. (1) Given the reactants [C:1]1([C:7]2[C:12]3[CH2:13][CH:14]([CH2:16][NH2:17])[O:15][C:11]=3[CH:10]=[CH:9][CH:8]=2)[CH:6]=[CH:5][CH:4]=[CH:3][CH:2]=1.C(N(C(C)C)CC)(C)C.Cl[C:28]([O:30][CH2:31][C:32]1[CH:37]=[CH:36][CH:35]=[CH:34][CH:33]=1)=[O:29], predict the reaction product. The product is: [C:1]1([C:7]2[C:12]3[CH2:13][CH:14]([CH2:16][NH:17][C:28](=[O:29])[O:30][CH2:31][C:32]4[CH:37]=[CH:36][CH:35]=[CH:34][CH:33]=4)[O:15][C:11]=3[CH:10]=[CH:9][CH:8]=2)[CH:2]=[CH:3][CH:4]=[CH:5][CH:6]=1. (2) Given the reactants [S:1]1[C:5]2[CH:6]=[CH:7][CH:8]=[CH:9][C:4]=2[N:3]=[C:2]1[CH:10]=[N:11][S:12]([C:15]1[CH:25]=[CH:24][C:18]2[O:19][CH2:20][CH2:21][CH2:22][O:23][C:17]=2[CH:16]=1)(=[O:14])=[O:13].O1CCCC1.Br[Mg][C:33]1[CH:38]=[CH:37][CH:36]=[CH:35][C:34]=1[O:39][CH3:40].C(OCC)C, predict the reaction product. The product is: [S:1]1[C:5]2[CH:6]=[CH:7][CH:8]=[CH:9][C:4]=2[N:3]=[C:2]1[CH:10]([C:33]1[CH:38]=[CH:37][CH:36]=[CH:35][C:34]=1[O:39][CH3:40])[NH:11][S:12]([C:15]1[CH:25]=[CH:24][C:18]2[O:19][CH2:20][CH2:21][CH2:22][O:23][C:17]=2[CH:16]=1)(=[O:14])=[O:13]. (3) Given the reactants Br[C:2]1[C:7]([O:8][CH3:9])=[CH:6][C:5]([CH2:10][O:11][CH3:12])=[CH:4][C:3]=1[O:13][CH3:14].C[O:16][B:17]([O:20]C)[O:18]C.[Cl-].[NH4+], predict the reaction product. The product is: [CH3:14][O:13][C:3]1[CH:4]=[C:5]([CH2:10][O:11][CH3:12])[CH:6]=[C:7]([O:8][CH3:9])[C:2]=1[O:16][B:17]([OH:20])[OH:18]. (4) Given the reactants [CH:1]1([NH:4][C:5]([NH:7][C:8]2[CH:13]=[CH:12][C:11]([O:14][C:15]3[CH:20]=[CH:19][N:18]=[C:17]4[CH:21]=[C:22]([C:24]5[CH2:25][CH2:26][NH:27][CH2:28][CH:29]=5)[S:23][C:16]=34)=[C:10]([F:30])[CH:9]=2)=[O:6])[CH2:3][CH2:2]1.[CH3:31][C:32]([OH:34])=O.[C:35](O[BH-](OC(=O)C)OC(=O)C)(=O)[CH3:36].[Na+].CN(C=O)C, predict the reaction product. The product is: [CH:1]1([NH:4][C:5]([NH:7][C:8]2[CH:13]=[CH:12][C:11]([O:14][C:15]3[CH:20]=[CH:19][N:18]=[C:17]4[CH:21]=[C:22]([C:24]5[CH2:25][CH2:26][N:27]([CH2:35][CH2:36][CH2:31][CH2:32][OH:34])[CH2:28][CH:29]=5)[S:23][C:16]=34)=[C:10]([F:30])[CH:9]=2)=[O:6])[CH2:3][CH2:2]1. (5) The product is: [CH2:10]([O:9][CH2:8][CH2:7][O:6][CH:5]([CH3:17])[CH2:4][NH:1][C:42](=[O:43])[O:44][C:45]([CH3:48])([CH3:47])[CH3:46])[C:11]1[CH:16]=[CH:15][CH:14]=[CH:13][CH:12]=1. Given the reactants [N:1]([CH2:4][CH:5]([CH3:17])[O:6][CH2:7][CH2:8][O:9][CH2:10][C:11]1[CH:16]=[CH:15][CH:14]=[CH:13][CH:12]=1)=[N+]=[N-].C1(P(C2C=CC=CC=2)C2C=CC=CC=2)C=CC=CC=1.O1CCCC1.[C:42](O[C:42]([O:44][C:45]([CH3:48])([CH3:47])[CH3:46])=[O:43])([O:44][C:45]([CH3:48])([CH3:47])[CH3:46])=[O:43], predict the reaction product. (6) Given the reactants [H-].[Na+].[CH3:3][S:4]([CH2:7][C:8]([O:10][CH2:11][CH3:12])=[O:9])(=[O:6])=[O:5].[CH2:13]([O:20][C:21]1[CH:26]=[CH:25][C:24]([CH2:27][CH2:28]I)=[CH:23][CH:22]=1)[C:14]1[CH:19]=[CH:18][CH:17]=[CH:16][CH:15]=1, predict the reaction product. The product is: [CH2:13]([O:20][C:21]1[CH:22]=[CH:23][C:24]([CH2:27][CH2:28][CH:7]([S:4]([CH3:3])(=[O:6])=[O:5])[C:8]([O:10][CH2:11][CH3:12])=[O:9])=[CH:25][CH:26]=1)[C:14]1[CH:15]=[CH:16][CH:17]=[CH:18][CH:19]=1.